From a dataset of Peptide-MHC class II binding affinity with 134,281 pairs from IEDB. Regression. Given a peptide amino acid sequence and an MHC pseudo amino acid sequence, predict their binding affinity value. This is MHC class II binding data. (1) The peptide sequence is SGVENPGGYCLTKWM. The MHC is DRB1_0101 with pseudo-sequence DRB1_0101. The binding affinity (normalized) is 0.0242. (2) The peptide sequence is MSLFEVDQTKIQYVI. The MHC is DRB4_0101 with pseudo-sequence DRB4_0103. The binding affinity (normalized) is 0.493. (3) The peptide sequence is LIDDVIAILPVDELY. The MHC is DRB1_1001 with pseudo-sequence DRB1_1001. The binding affinity (normalized) is 0.601.